Dataset: Full USPTO retrosynthesis dataset with 1.9M reactions from patents (1976-2016). Task: Predict the reactants needed to synthesize the given product. (1) Given the product [Cl:7][C:8]1[C:13]([C@@H:14]2[CH2:16][C@H:15]2[C:17]([N:30]=[N+:31]=[N-:32])=[O:18])=[CH:12][CH:11]=[C:10]([C:20]2[CH:25]=[CH:24][CH:23]=[C:22]([C:26]([F:29])([F:28])[F:27])[CH:21]=2)[N:9]=1, predict the reactants needed to synthesize it. The reactants are: ClC(OCC)=O.[Cl:7][C:8]1[C:13]([C@@H:14]2[CH2:16][C@H:15]2[C:17](O)=[O:18])=[CH:12][CH:11]=[C:10]([C:20]2[CH:25]=[CH:24][CH:23]=[C:22]([C:26]([F:29])([F:28])[F:27])[CH:21]=2)[N:9]=1.[N-:30]=[N+:31]=[N-:32].[Na+]. (2) Given the product [N:1]1[C:10]2[C:5](=[CH:6][C:7]([C:11](=[CH2:16])[C:12]([OH:14])=[O:13])=[CH:8][CH:9]=2)[CH:4]=[CH:3][CH:2]=1, predict the reactants needed to synthesize it. The reactants are: [N:1]1[C:10]2[C:5](=[CH:6][C:7]([C:11](=[CH2:16])[C:12]([O:14]C)=[O:13])=[CH:8][CH:9]=2)[CH:4]=[CH:3][CH:2]=1.[OH-].[Na+]. (3) The reactants are: [F:1][C:2]([F:28])([F:27])[C:3]1[CH:8]=[CH:7][C:6]([C:9]2[C:10]([C:15]([NH:17][C:18]3[CH:19]=[C:20]([C:24](O)=[O:25])[N:21]([CH3:23])[CH:22]=3)=[O:16])=[CH:11][CH:12]=[CH:13][CH:14]=2)=[CH:5][CH:4]=1.[CH3:29][C:30]1[CH:37]=[CH:36][CH:35]=[CH:34][C:31]=1[CH2:32][NH2:33].CN(C(ON1N=NC2C=CC=CC1=2)=[N+](C)C)C.[B-](F)(F)(F)F.C(N(CC)CC)C. Given the product [CH3:29][C:30]1[CH:37]=[CH:36][CH:35]=[CH:34][C:31]=1[CH2:32][NH:33][C:24]([C:20]1[N:21]([CH3:23])[CH:22]=[C:18]([NH:17][C:15]([C:10]2[C:9]([C:6]3[CH:7]=[CH:8][C:3]([C:2]([F:28])([F:1])[F:27])=[CH:4][CH:5]=3)=[CH:14][CH:13]=[CH:12][CH:11]=2)=[O:16])[CH:19]=1)=[O:25], predict the reactants needed to synthesize it.